This data is from Catalyst prediction with 721,799 reactions and 888 catalyst types from USPTO. The task is: Predict which catalyst facilitates the given reaction. (1) Reactant: C(OC([N:8]1[CH2:13][CH2:12][N:11]([C:14]([C:16]2[CH:21]=[CH:20][CH:19]=[C:18]([O:22][CH3:23])[N:17]=2)=[O:15])[C:10]([CH3:25])([CH3:24])[CH2:9]1)=O)(C)(C)C.[C:26]([OH:32])([C:28]([F:31])([F:30])[F:29])=[O:27]. Product: [F:29][C:28]([F:31])([F:30])[C:26]([OH:32])=[O:27].[CH3:24][C:10]1([CH3:25])[CH2:9][NH:8][CH2:13][CH2:12][N:11]1[C:14]([C:16]1[CH:21]=[CH:20][CH:19]=[C:18]([O:22][CH3:23])[N:17]=1)=[O:15]. The catalyst class is: 2. (2) Reactant: [O:1]=[C:2]1[CH2:6][S:5][C:4](=[S:7])[N:3]1[CH2:8][CH2:9][C:10]([OH:12])=O.S(Cl)(Cl)=O.[N+:17]([C:20]1[CH:26]=[CH:25][CH:24]=[CH:23][C:21]=1[NH2:22])([O-:19])=[O:18].O. Product: [N+:17]([C:20]1[CH:26]=[CH:25][CH:24]=[CH:23][C:21]=1[NH:22][C:10](=[O:12])[CH2:9][CH2:8][N:3]1[C:2](=[O:1])[CH2:6][S:5][C:4]1=[S:7])([O-:19])=[O:18]. The catalyst class is: 4. (3) Reactant: [CH:1]1([N:6]2[CH2:12][C:11]([F:14])([F:13])[C:10](=[O:15])[N:9]([CH3:16])[C:8]3[CH:17]=[N:18][C:19]([NH:21][C:22]4[CH:30]=[CH:29][C:25]([C:26]([OH:28])=O)=[CH:24][CH:23]=4)=[N:20][C:7]2=3)[CH2:5][CH2:4][CH2:3][CH2:2]1.C(N(C(C)C)C(C)C)C.[NH2:40][CH:41]1[CH2:46][CH2:45][N:44]([CH3:47])[CH2:43][CH2:42]1. Product: [CH:1]1([N:6]2[CH2:12][C:11]([F:13])([F:14])[C:10](=[O:15])[N:9]([CH3:16])[C:8]3[CH:17]=[N:18][C:19]([NH:21][C:22]4[CH:30]=[CH:29][C:25]([C:26]([NH:40][CH:41]5[CH2:46][CH2:45][N:44]([CH3:47])[CH2:43][CH2:42]5)=[O:28])=[CH:24][CH:23]=4)=[N:20][C:7]2=3)[CH2:5][CH2:4][CH2:3][CH2:2]1. The catalyst class is: 9. (4) The catalyst class is: 50. Product: [CH3:1][N:2]1[CH2:6][CH2:5][CH:4]([N:7]2[CH:11]=[C:10]([NH2:12])[CH:9]=[N:8]2)[CH2:3]1. Reactant: [CH3:1][N:2]1[CH2:6][CH2:5][CH:4]([N:7]2[CH:11]=[C:10]([N+:12]([O-])=O)[CH:9]=[N:8]2)[CH2:3]1. (5) Reactant: [CH:1](=O)[C:2]1[C:3](=[CH:5][CH:6]=[CH:7][CH:8]=1)[OH:4].[CH3:10][O-:11].[Na+].S(=O)(=O)(O)O. The catalyst class is: 11. Product: [OH:4][C:3]1[CH:5]=[CH:6][CH:7]=[CH:8][C:2]=1[CH:1]=[C:1]1[CH2:2][CH2:3][O:4][C:10]1=[O:11]. (6) Reactant: [Cl:1][C:2]1[CH:3]=[C:4]([CH2:8][O:9][C:10]2[CH:19]=[CH:18][C:13]([C:14]([O:16]C)=[O:15])=[CH:12][CH:11]=2)[CH:5]=[N:6][CH:7]=1.[Li+].[OH-].O.C(O)(=O)CC(CC(O)=O)(C(O)=O)O. Product: [Cl:1][C:2]1[CH:3]=[C:4]([CH2:8][O:9][C:10]2[CH:19]=[CH:18][C:13]([C:14]([OH:16])=[O:15])=[CH:12][CH:11]=2)[CH:5]=[N:6][CH:7]=1. The catalyst class is: 36. (7) Reactant: [CH:1]([C:4]1[CH:10]=[CH:9][CH:8]=[C:7]([CH:11]([CH3:13])[CH3:12])[C:5]=1[NH2:6])([CH3:3])[CH3:2].[Br:14]N1C(=O)CCC1=O.O. Product: [Br:14][C:9]1[CH:10]=[C:4]([CH:1]([CH3:3])[CH3:2])[C:5]([NH2:6])=[C:7]([CH:11]([CH3:13])[CH3:12])[CH:8]=1. The catalyst class is: 3.